From a dataset of NCI-60 drug combinations with 297,098 pairs across 59 cell lines. Regression. Given two drug SMILES strings and cell line genomic features, predict the synergy score measuring deviation from expected non-interaction effect. (1) Drug 1: C1CCC(CC1)NC(=O)N(CCCl)N=O. Drug 2: N.N.Cl[Pt+2]Cl. Cell line: RXF 393. Synergy scores: CSS=17.1, Synergy_ZIP=-4.09, Synergy_Bliss=1.84, Synergy_Loewe=2.33, Synergy_HSA=2.65. (2) Drug 1: CC1OCC2C(O1)C(C(C(O2)OC3C4COC(=O)C4C(C5=CC6=C(C=C35)OCO6)C7=CC(=C(C(=C7)OC)O)OC)O)O. Drug 2: C1=CC=C(C(=C1)C(C2=CC=C(C=C2)Cl)C(Cl)Cl)Cl. Cell line: HCT116. Synergy scores: CSS=59.4, Synergy_ZIP=-0.181, Synergy_Bliss=1.00, Synergy_Loewe=-14.3, Synergy_HSA=3.10. (3) Drug 1: CC1=C2C(C(=O)C3(C(CC4C(C3C(C(C2(C)C)(CC1OC(=O)C(C(C5=CC=CC=C5)NC(=O)OC(C)(C)C)O)O)OC(=O)C6=CC=CC=C6)(CO4)OC(=O)C)O)C)O. Drug 2: C(CC(=O)O)C(=O)CN.Cl. Cell line: NCIH23. Synergy scores: CSS=8.40, Synergy_ZIP=-2.96, Synergy_Bliss=0.523, Synergy_Loewe=-1.09, Synergy_HSA=-0.0225. (4) Drug 1: CCCS(=O)(=O)NC1=C(C(=C(C=C1)F)C(=O)C2=CNC3=C2C=C(C=N3)C4=CC=C(C=C4)Cl)F. Drug 2: C1C(C(OC1N2C=NC(=NC2=O)N)CO)O. Cell line: SF-295. Synergy scores: CSS=7.83, Synergy_ZIP=2.03, Synergy_Bliss=-1.77, Synergy_Loewe=-2.75, Synergy_HSA=-1.29. (5) Drug 1: C1CCN(CC1)CCOC2=CC=C(C=C2)C(=O)C3=C(SC4=C3C=CC(=C4)O)C5=CC=C(C=C5)O. Drug 2: C1=NC2=C(N1)C(=S)N=C(N2)N. Cell line: SK-OV-3. Synergy scores: CSS=48.3, Synergy_ZIP=-1.22, Synergy_Bliss=-1.25, Synergy_Loewe=-4.41, Synergy_HSA=-1.21. (6) Drug 1: CC1=C(C=C(C=C1)NC(=O)C2=CC=C(C=C2)CN3CCN(CC3)C)NC4=NC=CC(=N4)C5=CN=CC=C5. Drug 2: C(CN)CNCCSP(=O)(O)O. Cell line: SK-MEL-28. Synergy scores: CSS=-2.86, Synergy_ZIP=2.16, Synergy_Bliss=1.29, Synergy_Loewe=-4.52, Synergy_HSA=-2.76.